Dataset: Catalyst prediction with 721,799 reactions and 888 catalyst types from USPTO. Task: Predict which catalyst facilitates the given reaction. (1) Reactant: [CH3:1][C:2]1[CH:3]=[N:4][C:5]([CH2:11][S+:12]([O-:24])[C:13]2[NH:14][C:15]3[CH:16]=[CH:17][C:18]([O:22][CH3:23])=[CH:19][C:20]=3[N:21]=2)=[C:6]([CH3:10])[C:7]=1[O:8][CH3:9].CC(C)[O-:27].[Sr+2:29].CC(C)[O-:32]. Product: [CH3:1][C:2]1[CH:3]=[N:4][C:5]([CH2:11][S+:12]([O-:24])[C:13]2[N-:14][C:15]3[CH:16]=[CH:17][C:18]([O:22][CH3:23])=[CH:19][C:20]=3[N:21]=2)=[C:6]([CH3:10])[C:7]=1[O:8][CH3:9].[CH3:1][C:2]1[CH:3]=[N:4][C:5]([CH2:11][S+:12]([O-:24])[C:13]2[N-:14][C:15]3[CH:16]=[CH:17][C:18]([O:22][CH3:23])=[CH:19][C:20]=3[N:21]=2)=[C:6]([CH3:10])[C:7]=1[O:8][CH3:9].[OH2:27].[OH2:32].[OH2:8].[OH2:8].[Sr+2:29]. The catalyst class is: 32. (2) Reactant: [OH:1][C:2]1[CH:3]=[CH:4][C:5]([C:9]([O:11][CH3:12])=[O:10])=[N:6][C:7]=1I.[CH:13]#[C:14][CH2:15][CH2:16][CH3:17]. Product: [CH2:15]([C:14]1[O:1][C:2]2[C:7](=[N:6][C:5]([C:9]([O:11][CH3:12])=[O:10])=[CH:4][CH:3]=2)[CH:13]=1)[CH2:16][CH3:17]. The catalyst class is: 471. (3) Reactant: [CH2:1]([N:8]1[CH2:13][CH2:12][C:11](=O)[CH2:10][CH2:9]1)[C:2]1[CH:7]=[CH:6][CH:5]=[CH:4][CH:3]=1.[C-:15]#[N:16].[K+].[Cl-].[NH4+:19].CO. Product: [NH2:19][C:11]1([C:15]#[N:16])[CH2:12][CH2:13][N:8]([CH2:1][C:2]2[CH:7]=[CH:6][CH:5]=[CH:4][CH:3]=2)[CH2:9][CH2:10]1. The catalyst class is: 6. (4) Reactant: [NH2:1][C:2]([C:4]1[CH:5]=[N:6][C:7]2[C:12]([C:13]=1[NH:14][C:15]1[CH:16]=[C:17]([CH:23]=[CH:24][CH:25]=1)[C:18]([O:20][CH2:21][CH3:22])=[O:19])=[CH:11][CH:10]=[C:9](Br)[CH:8]=2)=[O:3].[N:27]1[C:36]2[C:31](=[CH:32][CH:33]=[CH:34][CH:35]=2)[CH:30]=[C:29](B(O)O)[CH:28]=1.C(=O)(O)[O-].[Na+]. Product: [NH2:1][C:2]([C:4]1[CH:5]=[N:6][C:7]2[C:12]([C:13]=1[NH:14][C:15]1[CH:16]=[C:17]([CH:23]=[CH:24][CH:25]=1)[C:18]([O:20][CH2:21][CH3:22])=[O:19])=[CH:11][CH:10]=[C:9]([C:29]1[CH:28]=[N:27][C:36]3[C:31]([CH:30]=1)=[CH:32][CH:33]=[CH:34][CH:35]=3)[CH:8]=2)=[O:3]. The catalyst class is: 660. (5) Reactant: [N+:1]([C:4]1[N:5]=[CH:6][N:7]([CH2:9][CH2:10][C:11]2[CH:15]=[CH:14][S:13][CH:12]=2)[CH:8]=1)([O-])=O. Product: [S:13]1[CH:14]=[CH:15][C:11]([CH2:10][CH2:9][N:7]2[CH:8]=[C:4]([NH2:1])[N:5]=[CH:6]2)=[CH:12]1. The catalyst class is: 29. (6) Reactant: [NH2:1][C:2]1[N:7]=[N:6][C:5]([CH:8]2[CH2:13][CH2:12][N:11]([C:14]([O:16][C:17]([CH3:20])([CH3:19])[CH3:18])=[O:15])[CH2:10][CH2:9]2)=[CH:4][CH:3]=1.ClC1C=C(Cl)C=C(Cl)C=1[C:30](C1C(Cl)=CC(Cl)=CC=1Cl)([C:34]([O-])=[O:35])[C:31]([O-])=[O:32]. Product: [OH:35][C:34]1[N:1]=[C:2]2[CH:3]=[CH:4][C:5]([CH:8]3[CH2:9][CH2:10][N:11]([C:14]([O:16][C:17]([CH3:20])([CH3:19])[CH3:18])=[O:15])[CH2:12][CH2:13]3)=[N:6][N:7]2[C:31](=[O:32])[CH:30]=1. The catalyst class is: 1. (7) Reactant: C(OC(=O)[NH:7][C@H:8]1[CH2:12][CH2:11][C@H:10]([N:13]2[C:24]3[C:16](=[CH:17][N:18]=[C:19]4[C:23]=3[CH:22]=[CH:21][NH:20]4)[N:15]=[N:14]2)[CH2:9]1)(C)(C)C.FC(F)(F)C(O)=O.O. Product: [N:13]1([C@H:10]2[CH2:11][CH2:12][C@H:8]([NH2:7])[CH2:9]2)[C:24]2[C:16](=[CH:17][N:18]=[C:19]3[C:23]=2[CH:22]=[CH:21][NH:20]3)[N:15]=[N:14]1. The catalyst class is: 2. (8) Reactant: [CH2:1]([S:3]([N:6]1[C:18]2[CH2:17][CH2:16][C@@H:15]([CH:19]3[CH2:24][CH2:23][O:22][CH2:21][CH2:20]3)[CH2:14][C:13]=2[C:12]2[C:7]1=[CH:8][CH:9]=[C:10]([C:25](OC)=[O:26])[CH:11]=2)(=[O:5])=[O:4])[CH3:2].[OH-].[Li+].C(N(CC)C(C)C)(C)C.FC(F)(F)C([O-])=O.[CH2:47]([NH2+:49][CH2:50][C:51]([NH:53][CH2:54][CH2:55][OH:56])=[O:52])[CH3:48].CN(C(ON1N=NC2C=CC=NC1=2)=[N+](C)C)C.F[P-](F)(F)(F)(F)F. Product: [CH2:47]([N:49]([CH2:50][C:51]([NH:53][CH2:54][CH2:55][OH:56])=[O:52])[C:25]([C:10]1[CH:11]=[C:12]2[C:7](=[CH:8][CH:9]=1)[N:6]([S:3]([CH2:1][CH3:2])(=[O:4])=[O:5])[C:18]1[CH2:17][CH2:16][C@@H:15]([CH:19]3[CH2:24][CH2:23][O:22][CH2:21][CH2:20]3)[CH2:14][C:13]2=1)=[O:26])[CH3:48]. The catalyst class is: 12. (9) Reactant: [CH2:1]([O:13][CH2:14][C:15]([CH2:20][O:21][CH2:22][CH2:23][CH2:24][CH2:25][CH2:26][CH2:27][CH2:28][CH2:29][CH2:30][CH2:31][CH2:32][CH3:33])([CH2:18][OH:19])[CH2:16][OH:17])[CH2:2][CH2:3][CH2:4][CH2:5][CH2:6][CH2:7][CH2:8][CH2:9][CH2:10][CH2:11][CH3:12].[H-].[Na+].Br.Br[CH2:38][CH2:39][N:40]([CH2:43][CH3:44])[CH2:41][CH3:42]. The catalyst class is: 1. Product: [CH2:39]([N:40]([CH2:43][CH2:44][O:17][CH2:16][C:15]([CH2:14][O:13][CH2:1][CH2:2][CH2:3][CH2:4][CH2:5][CH2:6][CH2:7][CH2:8][CH2:9][CH2:10][CH2:11][CH3:12])([CH2:20][O:21][CH2:22][CH2:23][CH2:24][CH2:25][CH2:26][CH2:27][CH2:28][CH2:29][CH2:30][CH2:31][CH2:32][CH3:33])[CH2:18][O:19][CH2:38][CH2:39][N:40]([CH2:43][CH3:44])[CH2:41][CH3:42])[CH2:41][CH3:42])[CH3:38]. (10) Reactant: [CH3:1][C:2]1[C:6]([N+:7]([O-:9])=[O:8])=[CH:5][NH:4][N:3]=1.[C:10]([O:14][C:15]([N:17]1[CH2:21][CH2:20][CH:19](O)[CH2:18]1)=[O:16])([CH3:13])([CH3:12])[CH3:11].C1(P(C2C=CC=CC=2)C2C=CC=CC=2)C=CC=CC=1.N(C(OCC)=O)=NC(OCC)=O. Product: [C:10]([O:14][C:15]([N:17]1[CH2:21][CH2:20][CH:19]([N:4]2[CH:5]=[C:6]([N+:7]([O-:9])=[O:8])[C:2]([CH3:1])=[N:3]2)[CH2:18]1)=[O:16])([CH3:13])([CH3:11])[CH3:12]. The catalyst class is: 1.